This data is from Catalyst prediction with 721,799 reactions and 888 catalyst types from USPTO. The task is: Predict which catalyst facilitates the given reaction. (1) Reactant: [O:1]=[C:2]([CH3:14])[CH2:3][CH2:4][CH2:5][CH2:6][CH2:7][CH2:8][CH2:9][C:10]([O:12][CH3:13])=[O:11].[BH4-].[Na+]. Product: [OH:1][CH:2]([CH3:14])[CH2:3][CH2:4][CH2:5][CH2:6][CH2:7][CH2:8][CH2:9][C:10]([O:12][CH3:13])=[O:11]. The catalyst class is: 100. (2) Reactant: Cl[C:2]1[N:7]=[C:6]([NH:8][C:9]2[N:14]=[CH:13][C:12]3[N:15]=[CH:16][N:17]([CH:18]([CH3:20])[CH3:19])[C:11]=3[CH:10]=2)[CH:5]=[CH:4][N:3]=1.[NH:21]1[CH:25]=[C:24]([NH2:26])[CH:23]=[N:22]1.FC(F)(F)C(O)=O.C(O)(C)(C)C. Product: [CH:18]([N:17]1[C:11]2[CH:10]=[C:9]([NH:8][C:6]3[CH:5]=[CH:4][N:3]=[C:2]([NH:26][C:24]4[CH:25]=[N:21][NH:22][CH:23]=4)[N:7]=3)[N:14]=[CH:13][C:12]=2[N:15]=[CH:16]1)([CH3:20])[CH3:19]. The catalyst class is: 4. (3) Reactant: Cl[C:2]1[C:3]([C:16]2[CH:21]=[CH:20][C:19]([F:22])=[CH:18][CH:17]=2)=[N:4][C:5]2[C:10]([N:11]=1)=[CH:9][C:8]([C:12]([O:14][CH3:15])=[O:13])=[CH:7][CH:6]=2.[NH:23]1[CH2:28][CH:27]=[C:26]([C:29]2[CH:34]=[CH:33][CH:32]=[CH:31][N:30]=2)[CH2:25][CH2:24]1.CCN(C(C)C)C(C)C. Product: [F:22][C:19]1[CH:20]=[CH:21][C:16]([C:3]2[C:2]([N:23]3[CH2:28][CH2:27][C:26]([C:29]4[CH:34]=[CH:33][CH:32]=[CH:31][N:30]=4)=[CH:25][CH2:24]3)=[N:11][C:10]3[C:5](=[CH:6][CH:7]=[C:8]([C:12]([O:14][CH3:15])=[O:13])[CH:9]=3)[N:4]=2)=[CH:17][CH:18]=1. The catalyst class is: 16. (4) Reactant: [Cl:1][C:2]1[N:3]=[C:4](Cl)[C:5]2[NH:10][CH:9]=[CH:8][C:6]=2[N:7]=1.[NH2:12][CH2:13][CH:14]1[CH2:17][N:16]([C:18]([O:20][C:21]([CH3:24])([CH3:23])[CH3:22])=[O:19])[CH2:15]1.C(N(CC)C(C)C)(C)C. Product: [Cl:1][C:2]1[N:3]=[C:4]([NH:12][CH2:13][CH:14]2[CH2:17][N:16]([C:18]([O:20][C:21]([CH3:24])([CH3:23])[CH3:22])=[O:19])[CH2:15]2)[C:5]2[NH:10][CH:9]=[CH:8][C:6]=2[N:7]=1. The catalyst class is: 5. (5) Reactant: FC(F)(F)C(O)=O.[CH:8]1([N:12]2[CH2:17][CH2:16][N:15](C(OC(C)(C)C)=O)[CH2:14][CH2:13]2)[CH2:11][CH2:10][CH2:9]1. Product: [CH:8]1([N:12]2[CH2:17][CH2:16][NH:15][CH2:14][CH2:13]2)[CH2:11][CH2:10][CH2:9]1. The catalyst class is: 2. (6) Reactant: C[O:2][C:3]([C:5]1([CH2:13][NH:14][C:15]([O:17][C:18]([CH3:21])([CH3:20])[CH3:19])=[O:16])[C:7]2([CH2:12][CH2:11][CH2:10][CH2:9][CH2:8]2)[CH2:6]1)=[O:4].O[Li].O. Product: [C:18]([O:17][C:15]([NH:14][CH2:13][C:5]1([C:3]([OH:4])=[O:2])[C:7]2([CH2:12][CH2:11][CH2:10][CH2:9][CH2:8]2)[CH2:6]1)=[O:16])([CH3:21])([CH3:19])[CH3:20]. The catalyst class is: 6.